This data is from Reaction yield outcomes from USPTO patents with 853,638 reactions. The task is: Predict the reaction yield, written as a fraction of the theoretical maximum amount of product (1.0 means a 100% yield; for example, 0.34 means a 34% yield). (1) The reactants are [Cl:1][C:2]1[N:9]=[C:8]([C:10]2[CH:15]=[CH:14][CH:13]=[C:12]([N+:16]([O-:18])=[O:17])[CH:11]=2)[CH:7]=[CH:6][C:3]=1[C:4]#[N:5].C(=N[OH:22])C. The catalyst is O1CCCC1.O. The product is [Cl:1][C:2]1[N:9]=[C:8]([C:10]2[CH:15]=[CH:14][CH:13]=[C:12]([N+:16]([O-:18])=[O:17])[CH:11]=2)[CH:7]=[CH:6][C:3]=1[C:4]([NH2:5])=[O:22]. The yield is 0.840. (2) The reactants are C[O-].[Na+].[C:4]([O:11][CH2:12][CH3:13])(=[O:10])[C:5]([O:7]CC)=O.[CH3:14][C:15]([CH3:17])=[O:16].Cl[C:19](=[N:25]O)[C:20]([O:22][CH2:23][CH3:24])=[O:21]. The catalyst is C(O)C. The product is [CH2:12]([O:11][C:4](=[O:10])[C:5]([C:14]1[C:19]([C:20]([O:22][CH2:23][CH3:24])=[O:21])=[N:25][O:16][C:15]=1[CH3:17])=[O:7])[CH3:13]. The yield is 0.900. (3) The reactants are [CH:1]1[C:10]2[C:5](=[CH:6][CH:7]=[CH:8][CH:9]=2)[CH:4]=[CH:3][C:2]=1[CH2:11][NH:12][C:13]1[CH:18]=[CH:17][CH:16]=[C:15]([C:19]2[NH:23][N:22]=[N:21][N:20]=2)[CH:14]=1.[C:24](Cl)(=[O:29])[CH2:25][CH2:26][CH2:27][CH3:28]. No catalyst specified. The product is [CH:1]1[C:10]2[C:5](=[CH:6][CH:7]=[CH:8][CH:9]=2)[CH:4]=[CH:3][C:2]=1[CH2:11][N:12]([C:13]1[CH:18]=[CH:17][CH:16]=[C:15]([C:19]2[NH:23][N:22]=[N:21][N:20]=2)[CH:14]=1)[C:24](=[O:29])[CH2:25][CH2:26][CH2:27][CH3:28]. The yield is 0.790. (4) The reactants are COC1C=C(OC)C=CC=1C[NH:6][C:7]1[CH:16]=[N:15][C:14]2[C:9](=[CH:10][C:11]([O:17][CH3:18])=[CH:12][CH:13]=2)[N:8]=1.[C:25]([OH:31])([C:27]([F:30])([F:29])[F:28])=[O:26]. The catalyst is C(Cl)Cl. The product is [F:28][C:27]([F:30])([F:29])[C:25]([OH:31])=[O:26].[CH3:18][O:17][C:11]1[CH:10]=[C:9]2[C:14]([N:15]=[CH:16][C:7]([NH2:6])=[N:8]2)=[CH:13][CH:12]=1. The yield is 0.990. (5) The reactants are [CH3:1][O:2][C:3]1[CH:8]=[C:7]([CH3:9])[NH:6][C:5](=[O:10])[C:4]=1[CH2:11][NH:12][C:13]([C:15]1[C:23]2[C:18](=[N:19][CH:20]=[CH:21][CH:22]=2)[N:17]([CH:24]([C:26]2[CH:27]=[C:28]([CH:33]=[CH:34][CH:35]=2)[C:29]([O:31]C)=O)[CH3:25])[C:16]=1[CH3:36])=[O:14].OCC1(OC[C@@H](O)[C@@H](O)[C@H]1O)O.C(O)C.[CH3:52][NH2:53]. No catalyst specified. The product is [CH3:1][O:2][C:3]1[CH:8]=[C:7]([CH3:9])[NH:6][C:5](=[O:10])[C:4]=1[CH2:11][NH:12][C:13]([C:15]1[C:23]2[C:18](=[N:19][CH:20]=[CH:21][CH:22]=2)[N:17]([CH:24]([C:26]2[CH:35]=[CH:34][CH:33]=[C:28]([C:29](=[O:31])[NH:53][CH3:52])[CH:27]=2)[CH3:25])[C:16]=1[CH3:36])=[O:14]. The yield is 0.300. (6) The reactants are [Cl:1][C:2]1[CH:3]=[C:4]([C:9]2[CH:13]=[CH:12][NH:11][N:10]=2)[CH:5]=[CH:6][C:7]=1[Cl:8].C(=O)([O-])[O-].[Cs+].[Cs+].[CH2:20]([CH:22]1[O:24][CH2:23]1)Cl. The catalyst is CN(C=O)C. The product is [Cl:1][C:2]1[CH:3]=[C:4]([C:9]2[CH:13]=[CH:12][N:11]([CH2:20][CH:22]3[CH2:23][O:24]3)[N:10]=2)[CH:5]=[CH:6][C:7]=1[Cl:8]. The yield is 0.820.